From a dataset of Catalyst prediction with 721,799 reactions and 888 catalyst types from USPTO. Predict which catalyst facilitates the given reaction. (1) Reactant: C([O:3][CH2:4][CH2:5][O:6][NH:7][C:8]([C:10]1[CH:11]=[C:12]2[C:16](=[CH:17][C:18]=1[NH:19][C:20]1[CH:25]=[CH:24][C:23]([I:26])=[CH:22][C:21]=1[F:27])[C:15](=[O:28])[NH:14][CH2:13]2)=[O:9])=C.Cl. Product: [OH:3][CH2:4][CH2:5][O:6][NH:7][C:8]([C:10]1[CH:11]=[C:12]2[C:16](=[CH:17][C:18]=1[NH:19][C:20]1[CH:25]=[CH:24][C:23]([I:26])=[CH:22][C:21]=1[F:27])[C:15](=[O:28])[NH:14][CH2:13]2)=[O:9]. The catalyst class is: 5. (2) Reactant: CCN(C(C)C)C(C)C.Cl[C:11]([O:13][CH3:14])=[O:12].[Cl:15][C:16]1[CH:21]=[CH:20][CH:19]=[C:18]([Cl:22])[C:17]=1[N:23]1[CH:32]=[C:26]2[C:27]([NH2:31])=[N:28][CH:29]=[CH:30][C:25]2=[N:24]1. Product: [CH3:14][O:13][C:11](=[O:12])[NH:31][C:27]1[C:26]2=[CH:32][N:23]([C:17]3[C:18]([Cl:22])=[CH:19][CH:20]=[CH:21][C:16]=3[Cl:15])[N:24]=[C:25]2[CH:30]=[CH:29][N:28]=1. The catalyst class is: 2. (3) Reactant: [Br:1][C:2]1[CH:18]=[C:17]([N+:19]([O-])=O)[CH:16]=[C:15]([Br:22])[C:3]=1[O:4][C:5]1[CH:10]=[CH:9][C:8]([OH:11])=[C:7]([CH:12]([CH3:14])[CH3:13])[CH:6]=1.S(S([O-])=O)([O-])=O.[Na+].[Na+].Cl.C(=O)(O)[O-].[Na+]. Product: [NH2:19][C:17]1[CH:16]=[C:15]([Br:22])[C:3]([O:4][C:5]2[CH:10]=[CH:9][C:8]([OH:11])=[C:7]([CH:12]([CH3:14])[CH3:13])[CH:6]=2)=[C:2]([Br:1])[CH:18]=1. The catalyst class is: 299. (4) Reactant: [OH-].[K+].[OH:3][C:4]1[C:13]2[C:8](=[CH:9][CH:10]=[CH:11][CH:12]=2)[N:7]([N:14]=CC2C=CC=CC=2)[C:6](=[O:22])[C:5]=1C(OCC)=O. Product: [NH2:14][N:7]1[C:8]2[C:13](=[CH:12][CH:11]=[CH:10][CH:9]=2)[C:4]([OH:3])=[CH:5][C:6]1=[O:22]. The catalyst class is: 12.